From a dataset of Peptide-MHC class I binding affinity with 185,985 pairs from IEDB/IMGT. Regression. Given a peptide amino acid sequence and an MHC pseudo amino acid sequence, predict their binding affinity value. This is MHC class I binding data. (1) The binding affinity (normalized) is 0.492. The MHC is HLA-B45:01 with pseudo-sequence HLA-B45:01. The peptide sequence is AENLWVTVYY. (2) The peptide sequence is AVILKVGTDI. The MHC is Mamu-A2201 with pseudo-sequence Mamu-A2201. The binding affinity (normalized) is 0. (3) The peptide sequence is LTDNDDILM. The MHC is HLA-A30:02 with pseudo-sequence HLA-A30:02. The binding affinity (normalized) is 0.411. (4) The peptide sequence is FAAPHRGVA. The MHC is HLA-A25:01 with pseudo-sequence HLA-A25:01. The binding affinity (normalized) is 0.0847. (5) The peptide sequence is VKVVEEKAF. The MHC is HLA-B15:03 with pseudo-sequence HLA-B15:03. The binding affinity (normalized) is 0.547.